This data is from NCI-60 drug combinations with 297,098 pairs across 59 cell lines. The task is: Regression. Given two drug SMILES strings and cell line genomic features, predict the synergy score measuring deviation from expected non-interaction effect. (1) Drug 1: CC1=C2C(C(=O)C3(C(CC4C(C3C(C(C2(C)C)(CC1OC(=O)C(C(C5=CC=CC=C5)NC(=O)C6=CC=CC=C6)O)O)OC(=O)C7=CC=CC=C7)(CO4)OC(=O)C)O)C)OC(=O)C. Drug 2: CN(CCCl)CCCl.Cl. Cell line: SK-MEL-28. Synergy scores: CSS=4.21, Synergy_ZIP=-3.19, Synergy_Bliss=4.72, Synergy_Loewe=-32.0, Synergy_HSA=-5.69. (2) Drug 1: CC=C1C(=O)NC(C(=O)OC2CC(=O)NC(C(=O)NC(CSSCCC=C2)C(=O)N1)C(C)C)C(C)C. Drug 2: C(CC(=O)O)C(=O)CN.Cl. Cell line: SNB-19. Synergy scores: CSS=62.5, Synergy_ZIP=-3.44, Synergy_Bliss=-3.70, Synergy_Loewe=-3.94, Synergy_HSA=-3.40. (3) Drug 1: CS(=O)(=O)C1=CC(=C(C=C1)C(=O)NC2=CC(=C(C=C2)Cl)C3=CC=CC=N3)Cl. Drug 2: CC1=C2C(C(=O)C3(C(CC4C(C3C(C(C2(C)C)(CC1OC(=O)C(C(C5=CC=CC=C5)NC(=O)OC(C)(C)C)O)O)OC(=O)C6=CC=CC=C6)(CO4)OC(=O)C)O)C)O. Cell line: NCI-H460. Synergy scores: CSS=51.1, Synergy_ZIP=19.8, Synergy_Bliss=19.1, Synergy_Loewe=-11.1, Synergy_HSA=19.1. (4) Drug 1: CN1C(=O)N2C=NC(=C2N=N1)C(=O)N. Drug 2: C1=NNC2=C1C(=O)NC=N2. Cell line: PC-3. Synergy scores: CSS=-2.77, Synergy_ZIP=0.443, Synergy_Bliss=-3.24, Synergy_Loewe=-2.91, Synergy_HSA=-4.28. (5) Drug 1: CC1C(C(CC(O1)OC2CC(OC(C2O)C)OC3=CC4=CC5=C(C(=O)C(C(C5)C(C(=O)C(C(C)O)O)OC)OC6CC(C(C(O6)C)O)OC7CC(C(C(O7)C)O)OC8CC(C(C(O8)C)O)(C)O)C(=C4C(=C3C)O)O)O)O. Drug 2: CN(C(=O)NC(C=O)C(C(C(CO)O)O)O)N=O. Cell line: NCIH23. Synergy scores: CSS=16.5, Synergy_ZIP=-0.165, Synergy_Bliss=-4.73, Synergy_Loewe=-68.2, Synergy_HSA=-5.39. (6) Drug 2: C1CCC(C(C1)N)N.C(=O)(C(=O)[O-])[O-].[Pt+4]. Synergy scores: CSS=62.9, Synergy_ZIP=-2.87, Synergy_Bliss=-6.32, Synergy_Loewe=-13.4, Synergy_HSA=-4.29. Drug 1: CN(CC1=CN=C2C(=N1)C(=NC(=N2)N)N)C3=CC=C(C=C3)C(=O)NC(CCC(=O)O)C(=O)O. Cell line: K-562. (7) Drug 1: C1=NC2=C(N1)C(=S)N=C(N2)N. Drug 2: CCCCC(=O)OCC(=O)C1(CC(C2=C(C1)C(=C3C(=C2O)C(=O)C4=C(C3=O)C=CC=C4OC)O)OC5CC(C(C(O5)C)O)NC(=O)C(F)(F)F)O. Cell line: NCIH23. Synergy scores: CSS=43.0, Synergy_ZIP=-2.94, Synergy_Bliss=-1.83, Synergy_Loewe=-0.868, Synergy_HSA=-0.613. (8) Drug 1: C1CC(C1)(C(=O)O)C(=O)O.[NH2-].[NH2-].[Pt+2]. Drug 2: C1C(C(OC1N2C=NC3=C2NC=NCC3O)CO)O. Cell line: OVCAR-8. Synergy scores: CSS=6.04, Synergy_ZIP=-2.43, Synergy_Bliss=1.98, Synergy_Loewe=-1.25, Synergy_HSA=-0.126.